Dataset: NCI-60 drug combinations with 297,098 pairs across 59 cell lines. Task: Regression. Given two drug SMILES strings and cell line genomic features, predict the synergy score measuring deviation from expected non-interaction effect. Drug 1: CC1=C(C=C(C=C1)NC2=NC=CC(=N2)N(C)C3=CC4=NN(C(=C4C=C3)C)C)S(=O)(=O)N.Cl. Drug 2: CC12CCC3C(C1CCC2OP(=O)(O)O)CCC4=C3C=CC(=C4)OC(=O)N(CCCl)CCCl.[Na+]. Cell line: SNB-19. Synergy scores: CSS=-1.08, Synergy_ZIP=0.459, Synergy_Bliss=0.533, Synergy_Loewe=-0.789, Synergy_HSA=-0.962.